This data is from Blood-brain barrier permeability classification from the B3DB database. The task is: Regression/Classification. Given a drug SMILES string, predict its absorption, distribution, metabolism, or excretion properties. Task type varies by dataset: regression for continuous measurements (e.g., permeability, clearance, half-life) or binary classification for categorical outcomes (e.g., BBB penetration, CYP inhibition). Dataset: b3db_classification. (1) The molecule is CC(CN(C)C)CN1c2ccccc2CCc2ccccc21. The result is 1 (penetrates BBB). (2) The molecule is CN(C)CCO[C@]1(Cc2ccccc2)C[C@H]2CC[C@@]1(C)C2(C)C. The result is 1 (penetrates BBB). (3) The drug is CCS(=O)(=O)[C@@H]1[C@@H](C#N)[C@@H]1c1ccc2c(c1)OCO2. The result is 1 (penetrates BBB).